The task is: Predict the reactants needed to synthesize the given product.. This data is from Full USPTO retrosynthesis dataset with 1.9M reactions from patents (1976-2016). Given the product [CH:5]1([CH2:4][O:6][NH:7][C:8]2[CH:18]=[CH:17][CH:16]=[CH:15][C:9]=2[C:10]([O:12][CH2:13][CH3:14])=[O:11])[CH2:3][CH2:2]1, predict the reactants needed to synthesize it. The reactants are: I[CH2:2][CH:3]1[CH2:5][CH2:4]1.[OH:6][NH:7][C:8]1[CH:18]=[CH:17][CH:16]=[CH:15][C:9]=1[C:10]([O:12][CH2:13][CH3:14])=[O:11].